From a dataset of Full USPTO retrosynthesis dataset with 1.9M reactions from patents (1976-2016). Predict the reactants needed to synthesize the given product. (1) Given the product [F:29][C:30]1[CH:31]=[CH:32][C:33]([C:36](=[O:41])[CH2:37][CH2:38][CH2:39][N:9]2[CH2:10][CH2:11][C:6]3([N:5]([C:12]4[CH:13]=[CH:14][CH:15]=[CH:16][CH:17]=4)[CH2:4][N:3]([CH2:18][C:19]4[CH:20]=[C:21]([CH:26]=[CH:27][CH:28]=4)[C:22]([O:24][CH3:25])=[O:23])[C:2]3=[O:1])[CH2:7][CH2:8]2)=[CH:34][CH:35]=1, predict the reactants needed to synthesize it. The reactants are: [O:1]=[C:2]1[C:6]2([CH2:11][CH2:10][NH:9][CH2:8][CH2:7]2)[N:5]([C:12]2[CH:17]=[CH:16][CH:15]=[CH:14][CH:13]=2)[CH2:4][N:3]1[CH2:18][C:19]1[CH:20]=[C:21]([CH:26]=[CH:27][CH:28]=1)[C:22]([O:24][CH3:25])=[O:23].[F:29][C:30]1[CH:35]=[CH:34][C:33]([C:36](=[O:41])[CH2:37][CH2:38][CH2:39]I)=[CH:32][CH:31]=1.C(=O)([O-])[O-].[K+].[K+]. (2) Given the product [NH2:85][C:82]1[CH:81]=[CH:80][C:79]([CH2:78][CH2:77][N:34]([CH2:35][C:36]2[N:41]=[C:40]([CH2:42][N:43]([CH2:44][C:45]([OH:47])=[O:46])[CH2:52][C:53]([OH:55])=[O:54])[CH:39]=[C:38]([C:60]3[CH:65]=[CH:64][C:63]([O:66][CH2:67][C:68]([OH:70])=[O:69])=[CH:62][C:61]=3[O:75][CH3:76])[CH:37]=2)[CH2:33][C:12]2[N:11]=[C:10]([CH2:9][N:8]([CH2:7][C:6]([OH:94])=[O:5])[CH2:86][C:87]([OH:89])=[O:88])[CH:15]=[C:14]([C:16]3[CH:21]=[CH:20][C:19]([O:22][CH2:23][C:24]([OH:26])=[O:25])=[CH:18][C:17]=3[O:31][CH3:32])[CH:13]=2)=[CH:84][CH:83]=1, predict the reactants needed to synthesize it. The reactants are: C([O:5][C:6](=[O:94])[CH2:7][N:8]([CH2:86][C:87]([O:89]C(C)(C)C)=[O:88])[CH2:9][C:10]1[CH:15]=[C:14]([C:16]2[CH:21]=[CH:20][C:19]([O:22][CH2:23][C:24]([O:26]C(C)(C)C)=[O:25])=[CH:18][C:17]=2[O:31][CH3:32])[CH:13]=[C:12]([CH2:33][N:34]([CH2:77][CH2:78][C:79]2[CH:84]=[CH:83][C:82]([NH2:85])=[CH:81][CH:80]=2)[CH2:35][C:36]2[N:41]=[C:40]([CH2:42][N:43]([CH2:52][C:53]([O:55]C(C)(C)C)=[O:54])[CH2:44][C:45]([O:47]C(C)(C)C)=[O:46])[CH:39]=[C:38]([C:60]3[CH:65]=[CH:64][C:63]([O:66][CH2:67][C:68]([O:70]C(C)(C)C)=[O:69])=[CH:62][C:61]=3[O:75][CH3:76])[CH:37]=2)[N:11]=1)(C)(C)C. (3) Given the product [Br:8][C:5]1[N:4]=[C:3]([C:9]2[O:10][C:19]([C:18]3[CH:22]=[CH:23][C:15]([CH2:14][Br:13])=[CH:16][CH:17]=3)=[N:12][N:11]=2)[C:2]([NH2:1])=[N:7][CH:6]=1, predict the reactants needed to synthesize it. The reactants are: [NH2:1][C:2]1[C:3]([C:9]([NH:11][NH2:12])=[O:10])=[N:4][C:5]([Br:8])=[CH:6][N:7]=1.[Br:13][CH2:14][C:15]1[CH:23]=[CH:22][C:18]([C:19](O)=O)=[CH:17][CH:16]=1.BrP(Br)(C1C=CC=CC=1)(C1C=CC=CC=1)C1C=CC=CC=1.C(N(C(C)C)CC)(C)C. (4) The reactants are: Br[C:2]1[CH:7]=[CH:6][C:5]([C:8]2[C:12]3[CH2:13][C:14]4[S:15][CH:16]=[CH:17][C:18]=4[C:11]=3[N:10]([CH2:19][O:20][CH2:21][CH2:22][Si:23]([CH3:26])([CH3:25])[CH3:24])[N:9]=2)=[CH:4][CH:3]=1.[N:27]1[CH:32]=[CH:31][C:30]([NH2:33])=[CH:29][CH:28]=1.C([O-])([O-])=O.[Cs+].[Cs+].CC1(C)C2C(=C(P(C3C=CC=CC=3)C3C=CC=CC=3)C=CC=2)OC2C(P(C3C=CC=CC=3)C3C=CC=CC=3)=CC=CC1=2. Given the product [N:27]1[CH:32]=[CH:31][C:30]([NH:33][C:2]2[CH:7]=[CH:6][C:5]([C:8]3[C:12]4[CH2:13][C:14]5[S:15][CH:16]=[CH:17][C:18]=5[C:11]=4[N:10]([CH2:19][O:20][CH2:21][CH2:22][Si:23]([CH3:26])([CH3:25])[CH3:24])[N:9]=3)=[CH:4][CH:3]=2)=[CH:29][CH:28]=1, predict the reactants needed to synthesize it. (5) The reactants are: C(OC([N:8]1[CH2:33][CH2:32][C:11]2([CH2:14][N:13]([C:15]3[N:16]=[C:17]([NH:25][C:26]4[NH:27][N:28]=[C:29]([CH3:31])[CH:30]=4)[C:18]4[CH:24]=[CH:23][CH:22]=[N:21][C:19]=4[N:20]=3)[CH2:12]2)[CH2:10][CH2:9]1)=O)(C)(C)C.ClCl. Given the product [CH2:14]1[C:11]2([CH2:32][CH2:33][NH:8][CH2:9][CH2:10]2)[CH2:12][N:13]1[C:15]1[N:16]=[C:17]([NH:25][C:26]2[NH:27][N:28]=[C:29]([CH3:31])[CH:30]=2)[C:18]2[CH:24]=[CH:23][CH:22]=[N:21][C:19]=2[N:20]=1, predict the reactants needed to synthesize it.